Task: Predict the reaction yield, written as a fraction of the theoretical maximum amount of product (1.0 means a 100% yield; for example, 0.34 means a 34% yield).. Dataset: Reaction yield outcomes from USPTO patents with 853,638 reactions (1) The reactants are [CH3:1][N:2]([CH3:26])[S:3]([C:6]1[CH:25]=[CH:24][C:9]([O:10][CH2:11]/[C:12](=[CH:22]\[F:23])/[CH2:13][NH:14]C(=O)OC(C)(C)C)=[CH:8][CH:7]=1)(=[O:5])=[O:4].FC(F)(F)C(O)=O.[ClH:34]. The catalyst is C(Cl)Cl. The product is [ClH:34].[NH2:14][CH2:13]/[C:12](=[CH:22]/[F:23])/[CH2:11][O:10][C:9]1[CH:8]=[CH:7][C:6]([S:3]([N:2]([CH3:1])[CH3:26])(=[O:5])=[O:4])=[CH:25][CH:24]=1. The yield is 0.840. (2) The reactants are C(O)[C@H]1O[C@H](O[C@]2(CO)O[C@H](CO)[C@@H](O)[C@@H]2O)[C@H](O)[C@@H](O)[C@@H]1O.[CH3:24][CH:25]([C:31]([CH3:33])=[O:32])[C:26]([O:28][CH2:29][CH3:30])=[O:27]. The catalyst is O. The product is [OH:32][CH:31]([CH3:33])[CH:25]([CH3:24])[C:26]([O:28][CH2:29][CH3:30])=[O:27]. The yield is 1.00. (3) The reactants are [Br:1][C:2]1[CH:7]=[CH:6][C:5]([NH:8][C:9]2[C:10]([C:26]([OH:28])=O)=[CH:11][C:12]3[N:16]([CH2:17][CH:18]4[CH2:23][CH2:22][CH2:21][CH2:20][O:19]4)[CH:15]=[N:14][C:13]=3[C:24]=2[F:25])=[C:4]([Cl:29])[CH:3]=1.C1C=CC2N(O)N=NC=2C=1.C(N(CC)CC)C.[CH:47]([O:49][CH2:50][CH2:51][O:52][NH2:53])=[CH2:48].CCN=C=NCCCN(C)C. The catalyst is CN(C)C=O.C(OCC)(=O)C.O. The product is [CH:47]([O:49][CH2:50][CH2:51][O:52][NH:53][C:26]([C:10]1[C:9]([NH:8][C:5]2[CH:6]=[CH:7][C:2]([Br:1])=[CH:3][C:4]=2[Cl:29])=[C:24]([F:25])[C:13]2[N:14]=[CH:15][N:16]([CH2:17][CH:18]3[CH2:23][CH2:22][CH2:21][CH2:20][O:19]3)[C:12]=2[CH:11]=1)=[O:28])=[CH2:48]. The yield is 0.790. (4) The reactants are [F:1][C:2]1[CH:3]=[C:4]([CH:34]=[C:35]([F:37])[CH:36]=1)[CH2:5][C@H:6]1[C@@H:10]([C@H:11]2[CH2:15][C@@H:14]([O:16]CC=C)[CH2:13][N:12]2[CH:20]([C:27]2[CH:32]=[CH:31][CH:30]=[CH:29][CH:28]=2)[C:21]2[CH:26]=[CH:25][CH:24]=[CH:23][CH:22]=2)[O:9][C:8](=[O:33])[NH:7]1.OCC1COCCN1C(OC(C)(C)C)=O.C(OC(N1CCOCC1C(O)=O)=O)(C)(C)C.CCN(C(C)C)C(C)C.ClCCOC=O.[BH4-].[Na+]. The catalyst is C1COCC1.CO. The product is [F:37][C:35]1[CH:34]=[C:4]([CH:3]=[C:2]([F:1])[CH:36]=1)[CH2:5][C@H:6]1[C@@H:10]([C@H:11]2[CH2:15][C@H:14]([OH:16])[CH2:13][N:12]2[CH:20]([C:21]2[CH:22]=[CH:23][CH:24]=[CH:25][CH:26]=2)[C:27]2[CH:32]=[CH:31][CH:30]=[CH:29][CH:28]=2)[O:9][C:8](=[O:33])[NH:7]1. The yield is 0.810. (5) The reactants are [N:1]1([C:7]2[CH:8]=[CH:9][C:10]3[CH2:11][N:12]([C:18]([O:20][C:21]([CH3:24])([CH3:23])[CH3:22])=[O:19])[CH2:13][CH2:14][O:15][C:16]=3[N:17]=2)[CH2:6][CH2:5][NH:4][CH2:3][CH2:2]1.C(=O)([O-])[O-].[K+].[K+].CN(C=O)C.[CH2:36](Br)[C:37]1[CH:42]=[CH:41][CH:40]=[CH:39][CH:38]=1. The catalyst is O.C(OCC)(=O)C. The product is [CH2:36]([N:4]1[CH2:5][CH2:6][N:1]([C:7]2[CH:8]=[CH:9][C:10]3[CH2:11][N:12]([C:18]([O:20][C:21]([CH3:24])([CH3:23])[CH3:22])=[O:19])[CH2:13][CH2:14][O:15][C:16]=3[N:17]=2)[CH2:2][CH2:3]1)[C:37]1[CH:42]=[CH:41][CH:40]=[CH:39][CH:38]=1. The yield is 0.680.